From a dataset of TCR-epitope binding with 47,182 pairs between 192 epitopes and 23,139 TCRs. Binary Classification. Given a T-cell receptor sequence (or CDR3 region) and an epitope sequence, predict whether binding occurs between them. (1) The epitope is TPINLVRDL. The TCR CDR3 sequence is CASSSSEDLTQYF. Result: 1 (the TCR binds to the epitope). (2) The epitope is NLVPMVATV. The TCR CDR3 sequence is CASRPGTVNTEAFF. Result: 1 (the TCR binds to the epitope).